This data is from Full USPTO retrosynthesis dataset with 1.9M reactions from patents (1976-2016). The task is: Predict the reactants needed to synthesize the given product. (1) Given the product [Cl:1][C:2]1[N:7]=[CH:6][C:5]([O:8][CH:10]2[CH2:14][CH2:13][CH2:12][CH2:11]2)=[CH:4][N:3]=1, predict the reactants needed to synthesize it. The reactants are: [Cl:1][C:2]1[N:7]=[CH:6][C:5]([OH:8])=[CH:4][N:3]=1.Cl[CH:10]1[CH2:14][CH2:13][CH2:12][CH2:11]1.C(=O)([O-])[O-].[K+].[K+].O. (2) Given the product [OH:15][C:9]1[C:10]2[CH:14]=[CH:13][S:12][C:11]=2[C:6]([CH:2]=[O:1])=[CH:7][CH:8]=1, predict the reactants needed to synthesize it. The reactants are: [OH:1][CH:2]([C:6]1[C:11]2[S:12][CH:13]=[CH:14][C:10]=2[C:9]([OH:15])=[CH:8][CH:7]=1)C([O-])=O.C([NH+](CCCC)CCCC)CCC.C(O)C.S(=O)(=O)(O)O.C(OC(C)C)(=O)C. (3) Given the product [F:22][C:13]1[CH:14]=[C:15]([C:24]2[CH:29]=[CH:28][CH:27]=[C:26]([N+:30]([O-:32])=[O:31])[CH:25]=2)[CH:16]=[C:17]([F:18])[C:12]=1[CH2:11][NH:10][CH:2]1[CH2:3][C:4]2[C:9](=[CH:8][CH:7]=[CH:6][CH:5]=2)[CH2:1]1, predict the reactants needed to synthesize it. The reactants are: [CH2:1]1[C:9]2[C:4](=[CH:5][CH:6]=[CH:7][CH:8]=2)[CH2:3][CH:2]1[NH:10][CH2:11][C:12]1[C:17]([F:18])=[CH:16][C:15](B(O)O)=[CH:14][C:13]=1[F:22].Br[C:24]1[CH:25]=[C:26]([N+:30]([O-:32])=[O:31])[CH:27]=[CH:28][CH:29]=1.C([O-])([O-])=O.[Na+].[Na+]. (4) Given the product [Cl:1][C:2]1[CH:3]=[C:4]([F:30])[C:5]([C:24]2[N:28]=[C:27]([CH3:29])[O:26][N:25]=2)=[C:6]([C:8]2[CH:23]=[CH:22][C:11]3[CH:12]([NH:15][C:16]([C:18]4([NH:21][C:38]([C:36]5[O:35][N:34]=[C:33]([O:32][CH3:31])[CH:37]=5)=[O:39])[CH2:20][CH2:19]4)=[O:17])[CH2:13][O:14][C:10]=3[CH:9]=2)[CH:7]=1, predict the reactants needed to synthesize it. The reactants are: [Cl:1][C:2]1[CH:3]=[C:4]([F:30])[C:5]([C:24]2[N:28]=[C:27]([CH3:29])[O:26][N:25]=2)=[C:6]([C:8]2[CH:23]=[CH:22][C:11]3[CH:12]([NH:15][C:16]([C:18]4([NH2:21])[CH2:20][CH2:19]4)=[O:17])[CH2:13][O:14][C:10]=3[CH:9]=2)[CH:7]=1.[CH3:31][O:32][C:33]1[CH:37]=[C:36]([C:38](O)=[O:39])[O:35][N:34]=1. (5) Given the product [CH3:34][C:35]1[C:36]([N:41]([CH2:42][O:43][CH3:44])[S:45]([C:48]2[C:53]([C:19]3[CH:29]=[CH:28][C:22]([C:23]([O:25][CH2:26][CH3:27])=[O:24])=[CH:21][C:20]=3[CH2:30][O:31][CH2:32][CH3:33])=[CH:52][CH:51]=[CH:50][CH:49]=2)(=[O:46])=[O:47])=[N:37][O:38][C:39]=1[CH3:40], predict the reactants needed to synthesize it. The reactants are: BrC1C=CC(C(OCC)=O)=CC=1C.[O-]CC.[Na+].Br[C:19]1[CH:29]=[CH:28][C:22]([C:23]([O:25][CH2:26][CH3:27])=[O:24])=[CH:21][C:20]=1[CH2:30][O:31][CH2:32][CH3:33].[CH3:34][C:35]1[C:36]([N:41]([S:45]([C:48]2[CH:53]=[CH:52][CH:51]=[CH:50][C:49]=2B(O)O)(=[O:47])=[O:46])[CH2:42][O:43][CH3:44])=[N:37][O:38][C:39]=1[CH3:40]. (6) Given the product [C:20]([O:19][C:18](=[O:24])[NH:17][CH2:13][CH2:14][C:15]#[C:16][C:6]1[CH:5]=[CH:9][C:31]([C:35](=[O:36])[NH:33][CH3:32])=[C:30]([NH:27][CH2:28][CH3:29])[N:8]=1)([CH3:21])([CH3:23])[CH3:22], predict the reactants needed to synthesize it. The reactants are: ClC1C=[CH:9][C:5]([C:6]([NH2:8])=O)=C(NC)N=1.[CH2:13]([NH:17][C:18](=[O:24])[O:19][C:20]([CH3:23])([CH3:22])[CH3:21])[CH2:14][C:15]#[CH:16].C([N:27]([CH2:30][CH3:31])[CH2:28][CH3:29])C.[CH3:32][N:33]([CH:35]=[O:36])C. (7) Given the product [N+:8]([C:3]1[C:2]([CH:11]=[CH2:12])=[CH:7][CH:6]=[CH:5][N:4]=1)([O-:10])=[O:9], predict the reactants needed to synthesize it. The reactants are: Br[C:2]1[C:3]([N+:8]([O-:10])=[O:9])=[N:4][CH:5]=[CH:6][CH:7]=1.[CH2:11]([Sn](CCCC)(CCCC)C=C)[CH2:12]CC. (8) Given the product [F:23][C:2]([F:1])([F:24])[C:3]1[CH:4]=[CH:5][C:6]([N:9]2[C:19](=[O:21])[C:13]3([CH2:14][CH2:15][CH2:16][CH2:17][CH2:18]3)[NH:12][C:10]2=[O:11])=[CH:7][CH:8]=1, predict the reactants needed to synthesize it. The reactants are: [F:1][C:2]([F:24])([F:23])[C:3]1[CH:8]=[CH:7][C:6]([NH:9][C:10]([NH:12][C:13]2([C:19]([O:21]C)=O)[CH2:18][CH2:17][CH2:16][CH2:15][CH2:14]2)=[O:11])=[CH:5][CH:4]=1.O[Li].O. (9) Given the product [C:1]([O:5][C:6](=[O:31])[NH:7][C:8]1[C:21]2[CH2:20][C:19]3[C:14](=[CH:15][CH:16]=[CH:17][CH:18]=3)[S:13][C:12]=2[C:11]([C:33]2[O:34][C:35]([N:40]3[CH2:41][CH2:42][O:43][CH2:44][CH2:45]3)=[CH:36][C:37](=[O:39])[CH:38]=2)=[CH:10][CH:9]=1)([CH3:2])([CH3:3])[CH3:4], predict the reactants needed to synthesize it. The reactants are: [C:1]([O:5][C:6](=[O:31])[NH:7][C:8]1[C:21]2[CH2:20][C:19]3[C:14](=[CH:15][CH:16]=[CH:17][CH:18]=3)[S:13][C:12]=2[C:11](B2OC(C)(C)C(C)(C)O2)=[CH:10][CH:9]=1)([CH3:4])([CH3:3])[CH3:2].Cl[C:33]1[O:34][C:35]([N:40]2[CH2:45][CH2:44][O:43][CH2:42][CH2:41]2)=[CH:36][C:37](=[O:39])[CH:38]=1.C([O-])([O-])=O.[K+].[K+]. (10) Given the product [CH2:3]([N:5]([CH2:6][CH3:7])[CH2:10][CH:9]([OH:16])[CH:12]([OH:1])[CH2:13][N:5]([CH2:6][CH3:7])[CH2:3][CH3:4])[CH3:4], predict the reactants needed to synthesize it. The reactants are: [OH-:1].[K+].[CH2:3]([NH:5][CH2:6][CH3:7])[CH3:4].Br[CH:9]([CH:12](Br)[CH2:13]O)[CH2:10]O.[OH2:16].